From a dataset of Forward reaction prediction with 1.9M reactions from USPTO patents (1976-2016). Predict the product of the given reaction. (1) Given the reactants [Br:1][C:2]1[CH:7]=[CH:6][C:5]([OH:8])=[CH:4][CH:3]=1.N1C=CN=C1.[C:14]([Si:18](Cl)([CH3:20])[CH3:19])([CH3:17])([CH3:16])[CH3:15].O, predict the reaction product. The product is: [Br:1][C:2]1[CH:7]=[CH:6][C:5]([O:8][Si:18]([C:14]([CH3:17])([CH3:16])[CH3:15])([CH3:20])[CH3:19])=[CH:4][CH:3]=1. (2) Given the reactants Cl.Cl.[CH:3]1([N:6]2[CH2:11][CH2:10][CH:9]([NH2:12])[CH2:8][CH2:7]2)[CH2:5][CH2:4]1.C([O-])(O)=[O:14].[Na+].[CH3:18][O:19][C:20]([C:22]1[CH:34]=[CH:33][C:25]2[NH:26][C:27]([C:29](Cl)(Cl)Cl)=[N:28][C:24]=2[CH:23]=1)=[O:21], predict the reaction product. The product is: [CH3:18][O:19][C:20]([C:22]1[CH:34]=[CH:33][C:25]2[NH:26][C:27]([C:29](=[O:14])[NH:12][CH:9]3[CH2:10][CH2:11][N:6]([CH:3]4[CH2:5][CH2:4]4)[CH2:7][CH2:8]3)=[N:28][C:24]=2[CH:23]=1)=[O:21].